From a dataset of Forward reaction prediction with 1.9M reactions from USPTO patents (1976-2016). Predict the product of the given reaction. (1) Given the reactants [CH3:1][O:2][C:3](=[O:12])[C:4]1[CH:9]=[CH:8][C:7]([CH:10]=[O:11])=[CH:6][CH:5]=1.C(O[CH2:17][CH:18]=[CH2:19])(=O)C.O.CCN(CC)CC.CC1C(C)=C(C)C(C)=C(C)C=1C, predict the reaction product. The product is: [OH:11][CH:10]([C:7]1[CH:8]=[CH:9][C:4]([C:3]([O:2][CH3:1])=[O:12])=[CH:5][CH:6]=1)[CH2:19][CH:18]=[CH2:17]. (2) Given the reactants [CH:1]1([C:7]2[C:8]3[CH:34]=[CH:33][C:32]([C:35]([O:37][CH3:38])=[O:36])=[CH:31][C:9]=3[N:10]3[C:16]=2[C:15]2[CH:17]=[CH:18][CH:19]=[C:20]([NH:21][CH2:22][C:23](=[O:30])[N:24]4[CH2:29][CH2:28][CH2:27][CH2:26][CH2:25]4)[C:14]=2[O:13][CH2:12][CH2:11]3)[CH2:6][CH2:5][CH2:4][CH2:3][CH2:2]1.[CH:39](=O)[CH2:40][CH3:41].C(O[BH-](OC(=O)C)OC(=O)C)(=O)C.[Na+].C(=O)([O-])O.[Na+], predict the reaction product. The product is: [CH:1]1([C:7]2[C:8]3[CH:34]=[CH:33][C:32]([C:35]([O:37][CH3:38])=[O:36])=[CH:31][C:9]=3[N:10]3[C:16]=2[C:15]2[CH:17]=[CH:18][CH:19]=[C:20]([N:21]([CH2:22][C:23](=[O:30])[N:24]4[CH2:29][CH2:28][CH2:27][CH2:26][CH2:25]4)[CH2:39][CH2:40][CH3:41])[C:14]=2[O:13][CH2:12][CH2:11]3)[CH2:6][CH2:5][CH2:4][CH2:3][CH2:2]1. (3) Given the reactants [Br:1][C:2]1[CH:6]=[CH:5][S:4][C:3]=1[C:7]1[NH:12][C:11](=[O:13])[C:10]([CH:14]([NH:17][C:18]([CH:20]2[CH2:24][CH2:23][CH2:22][CH2:21]2)=O)[CH2:15][CH3:16])=[N:9][N:8]=1.P(Cl)(Cl)(Cl)=O, predict the reaction product. The product is: [Br:1][C:2]1[CH:6]=[CH:5][S:4][C:3]=1[C:7]1[NH:12][C:11](=[O:13])[C:10]2=[C:14]([CH2:15][CH3:16])[N:17]=[C:18]([CH:20]3[CH2:24][CH2:23][CH2:22][CH2:21]3)[N:9]2[N:8]=1. (4) Given the reactants [CH3:1][CH:2](O)[C:3]#[CH:4].[CH3:6][O:7][CH2:8][CH2:9][NH:10][CH2:11][CH3:12], predict the reaction product. The product is: [CH2:11]([N:10]([CH2:9][CH2:8][O:7][CH3:6])[CH:2]([CH3:1])[C:3]#[CH:4])[CH3:12]. (5) Given the reactants C([O:5][C:6](=[O:32])[C:7]([S:10][C:11]1[S:12][CH:13]=[C:14]([CH2:16][CH2:17][O:18][C:19]2[CH:24]=[CH:23][C:22]([C:25]3[CH:30]=[CH:29][C:28]([F:31])=[CH:27][CH:26]=3)=[CH:21][CH:20]=2)[N:15]=1)([CH3:9])[CH3:8])(C)(C)C.FC(F)(F)C(O)=O, predict the reaction product. The product is: [F:31][C:28]1[CH:29]=[CH:30][C:25]([C:22]2[CH:21]=[CH:20][C:19]([O:18][CH2:17][CH2:16][C:14]3[N:15]=[C:11]([S:10][C:7]([CH3:9])([CH3:8])[C:6]([OH:32])=[O:5])[S:12][CH:13]=3)=[CH:24][CH:23]=2)=[CH:26][CH:27]=1.